This data is from Catalyst prediction with 721,799 reactions and 888 catalyst types from USPTO. The task is: Predict which catalyst facilitates the given reaction. Reactant: C(N(CC)CC)C.[C:8]([CH:15]([CH3:19])[C@H:16]([NH2:18])[OH:17])([O:10][C:11]([CH3:14])([CH3:13])[CH3:12])=[O:9].[CH3:20][S:21](Cl)(=[O:23])=[O:22]. Product: [C:8]([CH:15]([CH3:19])[C@:16]([NH2:18])([S:21]([CH3:20])(=[O:23])=[O:22])[OH:17])([O:10][C:11]([CH3:12])([CH3:13])[CH3:14])=[O:9]. The catalyst class is: 2.